This data is from Full USPTO retrosynthesis dataset with 1.9M reactions from patents (1976-2016). The task is: Predict the reactants needed to synthesize the given product. (1) Given the product [N:36]1([NH:45][C:31]([C:30]2[CH:29]=[CH:28][C:27]([C:7]3[C:8]4[C:15](=[O:16])[N:14]5[C@H:10]([C:9]=4[N:17]=[C:18]([CH2:19][C:20]4[CH:21]=[CH:22][C:23]([F:26])=[CH:24][CH:25]=4)[C:6]=3[C:4]([O:3][CH2:1][CH3:2])=[O:5])[CH2:11][CH2:12][CH2:13]5)=[CH:35][CH:34]=2)=[O:32])[C:44]2[C:39](=[CH:40][CH:41]=[CH:42][CH:43]=2)[CH2:38][CH2:37]1, predict the reactants needed to synthesize it. The reactants are: [CH2:1]([O:3][C:4]([C:6]1[C:18]([CH2:19][C:20]2[CH:25]=[CH:24][C:23]([F:26])=[CH:22][CH:21]=2)=[N:17][C:9]2[C@H:10]3[N:14]([C:15](=[O:16])[C:8]=2[C:7]=1[C:27]1[CH:35]=[CH:34][C:30]([C:31](O)=[O:32])=[CH:29][CH:28]=1)[CH2:13][CH2:12][CH2:11]3)=[O:5])[CH3:2].[N:36]1([NH2:45])[C:44]2[C:39](=[CH:40][CH:41]=[CH:42][CH:43]=2)[CH2:38][CH2:37]1.CCN=C=NCCCN(C)C.C1C=CC2N(O)N=NC=2C=1.C([O-])(O)=O.[Na+]. (2) Given the product [C:1]([O:5][C:6]([NH:8][CH2:9][CH2:10][CH2:11][CH2:12][CH2:13][C:14]([NH:40][CH2:41][CH2:42][CH2:43][CH2:44][CH2:45][C:46]([O:48][CH2:49][C:50]1[CH:55]=[CH:54][CH:53]=[CH:52][CH:51]=1)=[O:47])=[O:16])=[O:7])([CH3:2])([CH3:3])[CH3:4], predict the reactants needed to synthesize it. The reactants are: [C:1]([O:5][C:6]([NH:8][CH2:9][CH2:10][CH2:11][CH2:12][CH2:13][C:14]([OH:16])=O)=[O:7])([CH3:4])([CH3:3])[CH3:2].CCN=C=NCCCN(C)C.Cl.C1C=CC2N(O)N=NC=2C=1.O.[NH2:40][CH2:41][CH2:42][CH2:43][CH2:44][CH2:45][C:46]([O:48][CH2:49][C:50]1[CH:55]=[CH:54][CH:53]=[CH:52][CH:51]=1)=[O:47].CCN(C(C)C)C(C)C. (3) Given the product [CH2:10]([N:9]([CH2:12][CH3:13])[CH2:8][CH2:7][NH:6][C:4](=[O:5])[C:3]1[CH:14]=[CH:15][CH:16]=[CH:17][C:2]=1[NH:25][C:24]1[CH:26]=[CH:27][C:21]([O:20][C:19]([F:18])([F:28])[F:29])=[CH:22][CH:23]=1)[CH3:11], predict the reactants needed to synthesize it. The reactants are: I[C:2]1[CH:17]=[CH:16][CH:15]=[CH:14][C:3]=1[C:4]([NH:6][CH2:7][CH2:8][N:9]([CH2:12][CH3:13])[CH2:10][CH3:11])=[O:5].[F:18][C:19]([F:29])([F:28])[O:20][C:21]1[CH:27]=[CH:26][C:24]([NH2:25])=[CH:23][CH:22]=1.N1CCC[C@H]1C(O)=O.C([O-])([O-])=O.[K+].[K+]. (4) Given the product [CH3:19][O:20][C:21]1[CH:29]=[CH:28][CH:27]=[CH:26][C:22]=1[CH2:23][N:24]([CH3:25])[C:16](=[O:18])[CH2:15][CH2:14][CH2:13][S:12][C:9]1[CH:8]=[CH:7][C:6]([NH:5][S:2]([CH3:1])(=[O:3])=[O:4])=[CH:11][CH:10]=1, predict the reactants needed to synthesize it. The reactants are: [CH3:1][S:2]([NH:5][C:6]1[CH:11]=[CH:10][C:9]([S:12][CH2:13][CH2:14][CH2:15][C:16]([OH:18])=O)=[CH:8][CH:7]=1)(=[O:4])=[O:3].[CH3:19][O:20][C:21]1[CH:29]=[CH:28][CH:27]=[CH:26][C:22]=1[CH2:23][NH:24][CH3:25].